From a dataset of Full USPTO retrosynthesis dataset with 1.9M reactions from patents (1976-2016). Predict the reactants needed to synthesize the given product. The reactants are: C(O[C:6](=O)[N:7]([CH:9]1[CH2:14][CH2:13][CH:12]([N:15]([C:31]([C:33]2[S:37][C:36]3[C:38]([F:43])=[CH:39][CH:40]=[C:41]([F:42])[C:35]=3[C:34]=2[Cl:44])=[O:32])[CH2:16][C:17]2[CH:22]=[C:21]([C:23]3[CH:28]=[CH:27][N:26]=[CH:25][CH:24]=3)[CH:20]=[CH:19][C:18]=2[CH2:29][CH3:30])[CH2:11][CH2:10]1)C)(C)(C)C.CC(OC)(C)C. Given the product [ClH:44].[ClH:44].[CH2:29]([C:18]1[CH:19]=[CH:20][C:21]([C:23]2[CH:24]=[CH:25][N:26]=[CH:27][CH:28]=2)=[CH:22][C:17]=1[CH2:16][N:15]([CH:12]1[CH2:13][CH2:14][CH:9]([NH:7][CH3:6])[CH2:10][CH2:11]1)[C:31]([C:33]1[S:37][C:36]2[C:38]([F:43])=[CH:39][CH:40]=[C:41]([F:42])[C:35]=2[C:34]=1[Cl:44])=[O:32])[CH3:30], predict the reactants needed to synthesize it.